Dataset: Kir2.1 potassium channel HTS with 301,493 compounds. Task: Binary Classification. Given a drug SMILES string, predict its activity (active/inactive) in a high-throughput screening assay against a specified biological target. (1) The drug is S(Cc1noc(c1C(O)=O)C(=O)NCCCC)c1cc(F)ccc1. The result is 0 (inactive). (2) The compound is Clc1c(CC(=O)N2CCN(CC2)C(=O)c2occc2)c(F)ccc1. The result is 0 (inactive). (3) The molecule is O(CN1C(=O)c2c(C1=O)cccc2)C(=O)c1oc(cc1)C. The result is 0 (inactive).